Task: Predict the reaction yield, written as a fraction of the theoretical maximum amount of product (1.0 means a 100% yield; for example, 0.34 means a 34% yield).. Dataset: Reaction yield outcomes from USPTO patents with 853,638 reactions (1) The reactants are [Cl:1][C:2]1[CH:3]=[N:4][CH:5]=[CH:6][C:7]=1[CH:8]=[O:9].[BH4-].[Na+].O. The catalyst is CO. The product is [Cl:1][C:2]1[CH:3]=[N:4][CH:5]=[CH:6][C:7]=1[CH2:8][OH:9]. The yield is 0.960. (2) The reactants are [Br:1]Br.[C:3]([C:6]1[CH:7]=[C:8]([C:24]([NH:26][CH2:27][C:28]2[CH:33]=[CH:32][C:31]([S:34]([CH3:37])(=[O:36])=[O:35])=[CH:30][CH:29]=2)=[O:25])[C:9](=[O:23])[N:10]([C:13]2[CH:18]=[CH:17][CH:16]=[C:15]([C:19]([F:22])([F:21])[F:20])[CH:14]=2)[C:11]=1[CH3:12])(=[O:5])[CH3:4]. The catalyst is C1COCC1. The product is [Br:1][CH2:4][C:3]([C:6]1[CH:7]=[C:8]([C:24]([NH:26][CH2:27][C:28]2[CH:33]=[CH:32][C:31]([S:34]([CH3:37])(=[O:36])=[O:35])=[CH:30][CH:29]=2)=[O:25])[C:9](=[O:23])[N:10]([C:13]2[CH:18]=[CH:17][CH:16]=[C:15]([C:19]([F:22])([F:21])[F:20])[CH:14]=2)[C:11]=1[CH3:12])=[O:5]. The yield is 0.410. (3) The reactants are [F:1][C:2]1[CH:7]=[C:6]([F:8])[CH:5]=[CH:4][C:3]=1[C:9]1[CH:14]=[CH:13][CH:12]=[C:11]([N:15]2[CH2:20][CH2:19][N:18](C(OC(C)(C)C)=O)[CH2:17][CH2:16]2)[CH:10]=1. The catalyst is FC(F)(F)C(O)=O.C(Cl)Cl. The product is [F:1][C:2]1[CH:7]=[C:6]([F:8])[CH:5]=[CH:4][C:3]=1[C:9]1[CH:14]=[CH:13][CH:12]=[C:11]([N:15]2[CH2:16][CH2:17][NH:18][CH2:19][CH2:20]2)[CH:10]=1. The yield is 0.970. (4) The reactants are [CH2:1]([C:8]1[CH:26]=[CH:25][CH:24]=[CH:23][C:9]=1[C:10]([NH:12][NH:13][C:14](=[O:22])[C:15]1[CH:20]=[CH:19][CH:18]=[C:17]([CH3:21])[CH:16]=1)=O)[C:2]1[CH:7]=[CH:6][CH:5]=[CH:4][CH:3]=1.O=S(Cl)Cl. The catalyst is C1C=CC=CC=1. The product is [CH2:1]([C:8]1[CH:26]=[CH:25][CH:24]=[CH:23][C:9]=1[C:10]1[O:22][C:14]([C:15]2[CH:16]=[C:17]([CH3:21])[CH:18]=[CH:19][CH:20]=2)=[N:13][N:12]=1)[C:2]1[CH:7]=[CH:6][CH:5]=[CH:4][CH:3]=1. The yield is 0.960. (5) The product is [CH2:6]([O:5][P:4]([C:9]1[CH:14]=[C:13]([I:16])[CH:12]=[CH:11][C:10]=1[OH:15])(=[O:8])[O:3][CH2:1][CH3:2])[CH3:7]. The reactants are [CH2:1]([O:3][P:4]([C:9]1[CH:14]=[CH:13][CH:12]=[CH:11][C:10]=1[OH:15])(=[O:8])[O:5][CH2:6][CH3:7])[CH3:2].[I-:16].[Na+].CC1C=CC(S([N-]Cl)(=O)=O)=CC=1.O.O.O.[Na+].Cl. The catalyst is CN(C=O)C.O. The yield is 0.730.